Dataset: Forward reaction prediction with 1.9M reactions from USPTO patents (1976-2016). Task: Predict the product of the given reaction. (1) Given the reactants Cl[C:2]1[CH:7]=[CH:6][C:5]([N+:8]([O-:10])=[O:9])=[CH:4][N:3]=1.[CH3:11][C@@H:12]1[CH2:17][O:16][CH2:15][CH2:14][NH:13]1, predict the reaction product. The product is: [CH3:11][C@@H:12]1[CH2:17][O:16][CH2:15][CH2:14][N:13]1[C:2]1[CH:7]=[CH:6][C:5]([N+:8]([O-:10])=[O:9])=[CH:4][N:3]=1. (2) Given the reactants [NH2:1][C:2]1[CH:3]=[C:4]([NH:9][S:10]([C:13]2[CH:18]=[CH:17][C:16]([CH3:19])=[CH:15][CH:14]=2)(=[O:12])=[O:11])[CH:5]=[CH:6][C:7]=1[CH3:8].[C:20]1([N:26]=[C:27]=[O:28])[CH:25]=[CH:24][CH:23]=[CH:22][CH:21]=1.Cl, predict the reaction product. The product is: [CH3:19][C:16]1[CH:15]=[CH:14][C:13]([S:10]([NH:9][C:4]2[CH:5]=[CH:6][C:7]([CH3:8])=[C:2]([NH:1][C:27]([NH:26][C:20]3[CH:25]=[CH:24][CH:23]=[CH:22][CH:21]=3)=[O:28])[CH:3]=2)(=[O:12])=[O:11])=[CH:18][CH:17]=1. (3) Given the reactants Br[C:2]1[CH:3]=[N:4][C:5]([O:8][CH2:9][CH:10]2[CH2:15][CH2:14][N:13]([C:16]([O:18][C:19]([CH3:22])([CH3:21])[CH3:20])=[O:17])[CH2:12][CH2:11]2)=[N:6][CH:7]=1.O1[CH2:28][CH2:27]OCC1.[C:29]([O-:32])([O-])=O.[K+].[K+], predict the reaction product. The product is: [OH:32][CH2:29][C:28]1[CH:27]=[CH:12][C:11]([C:2]2[CH:3]=[N:4][C:5]([O:8][CH2:9][CH:10]3[CH2:15][CH2:14][N:13]([C:16]([O:18][C:19]([CH3:22])([CH3:21])[CH3:20])=[O:17])[CH2:12][CH2:11]3)=[N:6][CH:7]=2)=[CH:10][CH:9]=1. (4) Given the reactants [NH2:1][C:2]1[CH:3]=[CH:4][C:5]([F:18])=[C:6]([C@:8]2([CH3:17])[C:13]([F:15])([F:14])[CH2:12][O:11][C:10]([NH2:16])=[N:9]2)[CH:7]=1.[Cl:19][C:20]1[C:24]([CH:25]2[CH2:27][CH2:26]2)=[N:23][NH:22][C:21]=1[C:28](O)=[O:29], predict the reaction product. The product is: [NH2:16][C:10]1[O:11][CH2:12][C:13]([F:14])([F:15])[C@:8]([C:6]2[CH:7]=[C:2]([NH:1][C:28]([C:21]3[NH:22][N:23]=[C:24]([CH:25]4[CH2:26][CH2:27]4)[C:20]=3[Cl:19])=[O:29])[CH:3]=[CH:4][C:5]=2[F:18])([CH3:17])[N:9]=1. (5) Given the reactants [NH2:1][C:2]1[CH:7]=[C:6]([C:8]2[CH:9]=[N:10][C:11]([O:14][CH3:15])=[CH:12][CH:13]=2)[CH:5]=[CH:4][C:3]=1[C:16]([NH:18][C@H:19]([C:27]([O:29][CH3:30])=[O:28])[C@@H:20]([CH3:26])[O:21][C:22]([CH3:25])([CH3:24])[CH3:23])=[O:17].[N:31]([C:34]1[C:39]([CH3:40])=[CH:38][C:37]([CH2:41][O:42][CH3:43])=[CH:36][C:35]=1[CH3:44])=[C:32]=[O:33], predict the reaction product. The product is: [CH3:23][C:22]([O:21][C@H:20]([CH3:26])[C@@H:19]([C:27]([O:29][CH3:30])=[O:28])[NH:18][C:16]([C:3]1[CH:4]=[CH:5][C:6]([C:8]2[CH:9]=[N:10][C:11]([O:14][CH3:15])=[CH:12][CH:13]=2)=[CH:7][C:2]=1[NH:1][C:32]([NH:31][C:34]1[C:39]([CH3:40])=[CH:38][C:37]([CH2:41][O:42][CH3:43])=[CH:36][C:35]=1[CH3:44])=[O:33])=[O:17])([CH3:24])[CH3:25]. (6) Given the reactants [ClH:1].C(OCC)(=O)C.[C:8]12([CH2:18][CH2:19][N:20]([CH2:33][CH2:34][CH2:35][CH2:36][CH3:37])[C:21]([NH:23][CH2:24][CH2:25][CH2:26][C:27]3[CH:32]=[CH:31][N:30]=[CH:29][CH:28]=3)=[O:22])[CH2:17][CH:12]3[CH2:13][CH:14]([CH2:16][CH:10]([CH2:11]3)[CH2:9]1)[CH2:15]2, predict the reaction product. The product is: [ClH:1].[C:8]12([CH2:18][CH2:19][N:20]([CH2:33][CH2:34][CH2:35][CH2:36][CH3:37])[C:21]([NH:23][CH2:24][CH2:25][CH2:26][C:27]3[CH:28]=[CH:29][N:30]=[CH:31][CH:32]=3)=[O:22])[CH2:15][CH:14]3[CH2:16][CH:10]([CH2:11][CH:12]([CH2:13]3)[CH2:17]1)[CH2:9]2. (7) Given the reactants O=[C:2]1[CH:6]([C:7]([O:9]CC)=[O:8])[CH2:5][CH2:4][NH:3]1.F[B-](F)(F)F.C[O+](C)C.[C:21]([NH:24][NH2:25])(=O)[CH3:22], predict the reaction product. The product is: [CH3:22][C:21]1[N:3]2[CH2:4][CH2:5][CH:6]([C:7]([OH:9])=[O:8])[C:2]2=[N:25][N:24]=1.